This data is from Reaction yield outcomes from USPTO patents with 853,638 reactions. The task is: Predict the reaction yield, written as a fraction of the theoretical maximum amount of product (1.0 means a 100% yield; for example, 0.34 means a 34% yield). (1) The reactants are [CH3:1][S:2]([C:5]1[CH:10]=[CH:9][C:8](B(O)O)=[CH:7][CH:6]=1)(=[O:4])=[O:3].Br[C:15]1[N:20]=[CH:19][C:18]([O:21][CH2:22][CH:23]2[CH2:28][CH2:27][N:26]([C:29]([O:31][CH:32]([CH3:34])[CH3:33])=[O:30])[CH2:25][CH2:24]2)=[CH:17][CH:16]=1.C([O-])([O-])=O.[Na+].[Na+]. The catalyst is Cl[Pd](Cl)([P](C1C=CC=CC=1)(C1C=CC=CC=1)C1C=CC=CC=1)[P](C1C=CC=CC=1)(C1C=CC=CC=1)C1C=CC=CC=1.COCCOC. The product is [CH3:1][S:2]([C:5]1[CH:10]=[CH:9][C:8]([C:15]2[N:20]=[CH:19][C:18]([O:21][CH2:22][CH:23]3[CH2:24][CH2:25][N:26]([C:29]([O:31][CH:32]([CH3:34])[CH3:33])=[O:30])[CH2:27][CH2:28]3)=[CH:17][CH:16]=2)=[CH:7][CH:6]=1)(=[O:4])=[O:3]. The yield is 0.810. (2) The reactants are [F:1][CH:2]1[C:7]([C:8]2[C:16]3[C:11](=[CH:12][CH:13]=[C:14]([N+:17]([O-:19])=[O:18])[CH:15]=3)[NH:10][CH:9]=2)=[CH:6][CH2:5][NH:4][CH2:3]1.C=O.[CH3:22]C(O)=O.[BH3-]C#N.[Na+].[OH-].[Na+]. The catalyst is CO. The product is [F:1][CH:2]1[C:7]([C:8]2[C:16]3[C:11](=[CH:12][CH:13]=[C:14]([N+:17]([O-:19])=[O:18])[CH:15]=3)[NH:10][CH:9]=2)=[CH:6][CH2:5][N:4]([CH3:22])[CH2:3]1. The yield is 0.950. (3) The reactants are [C:1]([C:5]1[O:9][N:8]=[C:7]([NH:10][C:11]([NH:13][C:14]2[CH:19]=[CH:18][CH:17]=[C:16]([OH:20])[CH:15]=2)=[O:12])[CH:6]=1)([CH3:4])([CH3:3])[CH3:2].Cl[C:22]1[C:31]2[C:26](=[CH:27][CH:28]=[C:29]([O:32][CH2:33][CH2:34][O:35][CH3:36])[CH:30]=2)[N:25]=[CH:24][N:23]=1. No catalyst specified. The product is [C:1]([C:5]1[O:9][N:8]=[C:7]([NH:10][C:11]([NH:13][C:14]2[CH:19]=[CH:18][CH:17]=[C:16]([O:20][C:22]3[C:31]4[C:26](=[CH:27][CH:28]=[C:29]([O:32][CH2:33][CH2:34][O:35][CH3:36])[CH:30]=4)[N:25]=[CH:24][N:23]=3)[CH:15]=2)=[O:12])[CH:6]=1)([CH3:4])([CH3:2])[CH3:3]. The yield is 0.200. (4) The reactants are [F:1][CH:2]([F:11])[C:3]1[CH:10]=[CH:9][C:6]([CH:7]=[O:8])=[CH:5][CH:4]=1.[N+:12]([CH:14](S(C1C=CC(C)=CC=1)(=O)=O)[CH3:15])#[C-:13].C([O-])([O-])=O.[K+].[K+]. The catalyst is CO. The product is [F:1][CH:2]([F:11])[C:3]1[CH:4]=[CH:5][C:6]([C:7]2[O:8][CH:13]=[N:12][C:14]=2[CH3:15])=[CH:9][CH:10]=1. The yield is 0.890.